Dataset: Full USPTO retrosynthesis dataset with 1.9M reactions from patents (1976-2016). Task: Predict the reactants needed to synthesize the given product. (1) Given the product [F:13][S:14]([F:23])([F:24])([F:25])([F:26])[C:15]1[CH:16]=[CH:17][C:18]([N:5]=[N+:6]=[N-:7])=[CH:19][CH:20]=1, predict the reactants needed to synthesize it. The reactants are: C[Si]([N:5]=[N+:6]=[N-:7])(C)C.F[B-](F)(F)F.[F:13][S:14]([F:26])([F:25])([F:24])([F:23])[C:15]1[CH:20]=[CH:19][C:18]([N+]#N)=[CH:17][CH:16]=1. (2) Given the product [CH3:40][C:18]1[CH:17]=[CH:16][C:15]([C:13]([N:11]2[CH2:12][CH:9]([C:6]3[CH:5]=[CH:4][C:3]([C:1]#[N:2])=[CH:8][CH:7]=3)[CH2:10]2)=[O:14])=[CH:20][C:19]=1[C:21]1[NH:22][C:23]([CH:27]2[CH2:32][CH2:31][NH:30][CH2:29][CH2:28]2)=[N:24][C:25]=1[CH3:26], predict the reactants needed to synthesize it. The reactants are: [C:1]([C:3]1[CH:8]=[CH:7][C:6]([CH:9]2[CH2:12][N:11]([C:13]([C:15]3[CH:16]=[CH:17][C:18]([CH3:40])=[C:19]([C:21]4[N:22]=[C:23]([CH:27]5[CH2:32][CH2:31][N:30](C(OC(C)(C)C)=O)[CH2:29][CH2:28]5)[NH:24][C:25]=4[CH3:26])[CH:20]=3)=[O:14])[CH2:10]2)=[CH:5][CH:4]=1)#[N:2].FC(F)(F)C(O)=O. (3) Given the product [CH:49]1([C:9]2[CH:10]=[C:6]3[N:5]([CH2:11][CH2:12][CH:13]([CH3:14])[CH3:15])[C:4](=[O:16])[C:3]([C:17]4[NH:22][C:21]5[CH:23]=[CH:24][C:25]([NH:27][S:28]([CH3:31])(=[O:30])=[O:29])=[CH:26][C:20]=5[S:19](=[O:33])(=[O:32])[N:18]=4)=[C:2]([OH:1])[N:7]3[N:8]=2)[CH2:51][CH2:50]1, predict the reactants needed to synthesize it. The reactants are: [OH:1][C:2]1[N:7]2[N:8]=[CH:9][CH:10]=[C:6]2[N:5]([CH2:11][CH2:12][CH:13]([CH3:15])[CH3:14])[C:4](=[O:16])[C:3]=1[C:17]1[NH:22][C:21]2[CH:23]=[CH:24][C:25]([NH:27][S:28]([CH3:31])(=[O:30])=[O:29])=[CH:26][C:20]=2[S:19](=[O:33])(=[O:32])[N:18]=1.C(OC(C1C(=O)N2N=C([CH:49]3[CH2:51][CH2:50]3)C=C2N(CCC(C)C)C1=O)=O)C. (4) Given the product [CH3:14][O:13][C:10]1[CH:11]=[C:12]2[C:7](=[CH:8][CH:9]=1)[CH2:6][N:5]([C:15]([O:17][C:18]([CH3:21])([CH3:20])[CH3:19])=[O:16])[CH2:4][CH:3]2[CH2:2][O:1][S:30]([CH3:29])(=[O:32])=[O:31], predict the reactants needed to synthesize it. The reactants are: [OH:1][CH2:2][CH:3]1[C:12]2[C:7](=[CH:8][CH:9]=[C:10]([O:13][CH3:14])[CH:11]=2)[CH2:6][N:5]([C:15]([O:17][C:18]([CH3:21])([CH3:20])[CH3:19])=[O:16])[CH2:4]1.C(N(CC)CC)C.[CH3:29][S:30](Cl)(=[O:32])=[O:31].O.